From a dataset of Experimentally validated miRNA-target interactions with 360,000+ pairs, plus equal number of negative samples. Binary Classification. Given a miRNA mature sequence and a target amino acid sequence, predict their likelihood of interaction. (1) The miRNA is mmu-miR-1198-5p with sequence UAUGUGUUCCUGGCUGGCUUGG. The protein sequence of the target gene is MAAYHIRQYQEKDHKRVLELFSSGMKELIPAAIRQMLTLPHSLLLLPGVPVTIVLMSASWLLATLYSFLFLLCLWLIFWISCRNYVAKSLQADLADITKSYLNAHGSFWVAESGDQVVGMVGAQPVKDPPLGKKQMQLFRLSVSSQHRGQGIAKALVRTVLQFARDQGYSDVVLETGSVQHSAQALYQAMGFQKTGQYFVSISKKLMGLSILQFSYSLPFASGPGYSGKYLKKGPIPC. Result: 1 (interaction). (2) The miRNA is hsa-miR-6717-5p with sequence AGGCGAUGUGGGGAUGUAGAGA. The protein sequence of the target gene is MNEEYDVIVLGTGLTECILSGIMSVNGKKVLHMDRNPYYGGESASITPLEDLYKRFKIPGSPPESMGRGRDWNVDLIPKFLMANGQLVKMLLYTEVTRYLDFKVTEGSFVYKGGKIYKVPSTEAEALASSLMGLFEKRRFRKFLVYVANFDEKDPRTFEGIDPKKTTMRDVYKKFDLGQDVIDFTGHALALYRTDDYLDQPCYETINRIKLYSESLARYGKSPYLYPLYGLGELPQGFARLSAIYGGTYMLNKPIEEIIVQNGKVIGVKSEGEIARCKQLICDPSYVKDRVEKVGQVIRV.... Result: 0 (no interaction). (3) The miRNA is hsa-miR-4768-5p with sequence AUUCUCUCUGGAUCCCAUGGAU. The protein sequence of the target gene is MGPLEFRDVAIEFSLEEWHCLDTAQQNLYRDVMLENYRHLVFLGIVVTKPDLITCLEQGKKPFTVKRHEMIAKSPVMCFHFAQDLCPEQSLKDSFQKVIVTRYEKREYGNLELKKGCESVDEGKVHKRGYNGLNQCLTATQSKVFQCDTYVKVSHIFSNSNRHKIRDTGKKPFKCIECGKAFNQSSTLATHKKIHTGEITCKCEECGKAFNRSSHLTSHKRIHTGEKRYKCEDCGKELKYSSTLTAHKRIHTGEKRYKCEDCGKELKYSSTLTAHKRIHTGEKPYKCDKCGRAFISSSIL.... Result: 1 (interaction). (4) The miRNA is hsa-miR-4799-3p with sequence ACUGGCAUGCUGCAUUUAUAUA. The protein sequence of the target gene is MEGSKASSSTMQVSFVCQRCSQPLKLDTSFKILDRVTIQELTAPLLTTAQAKPGESQEEEANSGEEPFIETRQDGVSRRFIPPARMMSTESANSFTLIGEASDGGTMENLSRRLKVTGDLFDIMSGQTDVDHPLCEECTDTLLDQLDTQLNVTENECQNYKRCLEMLEQMNEGDSEQLQRELKELALEEERLIQELEDVEKNRKVVAENLEKVQAEAERLDQEEAQYQREYSEFKRQQLELDDELKSVENQMRYAQMQLDKLKKTNVFNATFHIWHSGQFGTINNFRLGRLPSAPVEWNE.... Result: 0 (no interaction). (5) The miRNA is hsa-miR-4793-3p with sequence UCUGCACUGUGAGUUGGCUGGCU. The protein sequence of the target gene is MDLGAITKYSALHAKPNGLILQYGTAGFRTKAEHLDHVMFRMGLLAVLRSKQTKSTIGVMVTASHNPEEDNGVKLVDPLGEMLAPSWEEHATCLANAEEQDMQRVLIDISEKEAVNLQQDAFVVIGRDTRPSSEKLSQSVIDGVTVLGGQFHDYGLLTTPQLHYMVYCRNTGGRYGKATIEGYYQKLSKAFVELTKQASCSGDEYRSLKVDCANGIGALKLREMEHYFSQGLSVQLFNDGSKGKLNHLCGADFVKSHQKPPQGMEIKSNERCCSFDGDADRIVYYYHDADGHFHLIDGDK.... Result: 1 (interaction).